From a dataset of Catalyst prediction with 721,799 reactions and 888 catalyst types from USPTO. Predict which catalyst facilitates the given reaction. (1) Reactant: Cl[C:2]1[CH:7]=[CH:6][N:5]=[C:4]2[C:8](=[C:18]3[CH2:23][CH2:22][N:21]([C:24](=[O:32])[CH2:25][C:26]4[CH:27]=[N:28][CH:29]=[CH:30][CH:31]=4)[CH2:20][CH2:19]3)[C:9]3[CH:16]=[CH:15][C:14]([Cl:17])=[CH:13][C:10]=3[CH2:11][CH2:12][C:3]=12.[H-].[Na+].[CH2:35]([SH:42])[C:36]1[CH:41]=[CH:40][CH:39]=[CH:38][CH:37]=1. Product: [Cl:17][C:14]1[CH:15]=[CH:16][C:9]2[C:8](=[C:18]3[CH2:23][CH2:22][N:21]([C:24](=[O:32])[CH2:25][C:26]4[CH:27]=[N:28][CH:29]=[CH:30][CH:31]=4)[CH2:20][CH2:19]3)[C:4]3=[N:5][CH:6]=[CH:7][C:2]([S:42][CH2:35][C:36]4[CH:41]=[CH:40][CH:39]=[CH:38][CH:37]=4)=[C:3]3[CH2:12][CH2:11][C:10]=2[CH:13]=1. The catalyst class is: 3. (2) Reactant: [C:1]1([S:7]([N:10]2[CH2:14][C@@H:13]([C:15]([N:17]3[CH2:22][CH2:21][N:20]([C:23]4[CH:28]=[C:27]([CH3:29])[CH:26]=[CH:25][C:24]=4[CH3:30])[CH2:19][CH2:18]3)=[O:16])[NH:12][C:11]2=[O:31])(=[O:9])=[O:8])[CH:6]=[CH:5][CH:4]=[CH:3][CH:2]=1.[CH2:32](Br)[C:33]1[CH:38]=[CH:37][CH:36]=[CH:35][CH:34]=1.C(=O)([O-])[O-].[K+].[K+].C([O-])([O-])=O.[Na+].[Na+]. Product: [C:1]1([S:7]([N:10]2[CH2:14][C@@H:13]([C:15]([N:17]3[CH2:18][CH2:19][N:20]([C:23]4[CH:28]=[C:27]([CH3:29])[CH:26]=[CH:25][C:24]=4[CH3:30])[CH2:21][CH2:22]3)=[O:16])[N:12]([CH2:32][C:33]3[CH:38]=[CH:37][CH:36]=[CH:35][CH:34]=3)[C:11]2=[O:31])(=[O:9])=[O:8])[CH:6]=[CH:5][CH:4]=[CH:3][CH:2]=1. The catalyst class is: 372.